From a dataset of Forward reaction prediction with 1.9M reactions from USPTO patents (1976-2016). Predict the product of the given reaction. (1) Given the reactants [N:1]12[CH2:9][CH:5]([CH2:6][CH2:7][CH2:8]1)[CH:4]([OH:10])[CH2:3][CH2:2]2.[C:11](OC(=O)C)(=[O:13])[CH3:12], predict the reaction product. The product is: [N:1]12[CH2:9][CH:5]([CH2:6][CH2:7][CH2:8]1)[CH:4]([O:10][C:11](=[O:13])[CH3:12])[CH2:3][CH2:2]2. (2) Given the reactants [CH:1]1([C:4]2[C:5]([N:25]([CH2:30][CH2:31][CH2:32][C:33](Cl)=[O:34])[S:26]([CH3:29])(=[O:28])=[O:27])=[CH:6][C:7]3[O:11][C:10]([C:12]4[CH:17]=[CH:16][C:15]([F:18])=[CH:14][CH:13]=4)=[C:9]([C:19]4[NH:20][CH:21]=[CH:22][N:23]=4)[C:8]=3[CH:24]=2)[CH2:3][CH2:2]1.C(Cl)Cl.C(N(C(C)C)CC)(C)C.[C:48]([O:52][C:53]([CH3:56])([CH3:55])[CH3:54])(=[O:51])[NH:49][NH2:50], predict the reaction product. The product is: [CH:1]1([C:4]2[C:5]([N:25]([CH2:30][CH2:31][CH2:32][C:33]([NH:50][NH:49][C:48]([O:52][C:53]([CH3:56])([CH3:55])[CH3:54])=[O:51])=[O:34])[S:26]([CH3:29])(=[O:28])=[O:27])=[CH:6][C:7]3[O:11][C:10]([C:12]4[CH:17]=[CH:16][C:15]([F:18])=[CH:14][CH:13]=4)=[C:9]([C:19]4[NH:20][CH:21]=[CH:22][N:23]=4)[C:8]=3[CH:24]=2)[CH2:3][CH2:2]1. (3) Given the reactants Br[C:2]1[CH:3]=[CH:4][C:5]2[O:24][CH2:23][C:8]3([C:16]4[C:11](=[CH:12][CH:13]=[CH:14][CH:15]=4)[N:10]([CH2:17][CH2:18][CH2:19][CH2:20][CH3:21])[C:9]3=[O:22])[C:6]=2[CH:7]=1.Br[C:43]1[CH:42]=[CH:41]C=[C:39]2[C:44]=1C1(C3C=C(F)C(F)=CC=3OC1)C(=O)[N:38]2CC([NH:38][C:39]1[CH:44]=[CH:43][CH:42]=[CH:41]C=1F)=O.N1C=CC=C(B(O)O)C=1.N1C=C(B(O)O)C=NC=1, predict the reaction product. The product is: [CH2:17]([N:10]1[C:11]2[C:16](=[CH:15][CH:14]=[CH:13][CH:12]=2)[C:8]2([C:6]3[CH:7]=[C:2]([C:42]4[CH:41]=[N:38][CH:39]=[CH:44][CH:43]=4)[CH:3]=[CH:4][C:5]=3[O:24][CH2:23]2)[C:9]1=[O:22])[CH2:18][CH2:19][CH2:20][CH3:21]. (4) Given the reactants [F:1][C:2]([F:20])([F:19])[C:3](=O)[CH2:4][C:5]([C:7]1[CH:17]=[CH:16][C:10]2[O:11][CH2:12][C:13](=[O:15])[NH:14][C:9]=2[CH:8]=1)=O.[F:21][C:22]1[CH:27]=[CH:26][CH:25]=[C:24]([F:28])[C:23]=1[NH:29][NH2:30], predict the reaction product. The product is: [F:21][C:22]1[CH:27]=[CH:26][CH:25]=[C:24]([F:28])[C:23]=1[N:29]1[C:5]([C:7]2[CH:17]=[CH:16][C:10]3[O:11][CH2:12][C:13](=[O:15])[NH:14][C:9]=3[CH:8]=2)=[CH:4][C:3]([C:2]([F:20])([F:19])[F:1])=[N:30]1. (5) Given the reactants [Br:1][C:2]1[CH:3]=[C:4]([OH:9])[CH:5]=[CH:6][C:7]=1[F:8].C(N(CC)CC)C.[C:17](Cl)(=[O:19])[CH3:18], predict the reaction product. The product is: [C:17]([O:9][C:4]1[CH:5]=[CH:6][C:7]([F:8])=[C:2]([Br:1])[CH:3]=1)(=[O:19])[CH3:18]. (6) Given the reactants [Cl:1][C:2]1[CH:7]=[C:6]([Cl:8])[CH:5]=[CH:4][C:3]=1[C:9]1[N:17]=[CH:16][N:15]=[C:14]2[C:10]=1[N:11]=[C:12]([CH2:18][CH3:19])[NH:13]2.[CH:20]1([CH:23](O)[C:24]#[CH:25])[CH2:22][CH2:21]1.Cl[CH2:28][CH:29]=[N:30][OH:31].C(=NO)C.ClN1C(=O)CCC1=O, predict the reaction product. The product is: [CH:20]1([CH:23]([N:13]2[C:12]([CH2:18][CH3:19])=[N:11][C:10]3[C:14]2=[N:15][CH:16]=[N:17][C:9]=3[C:3]2[CH:4]=[CH:5][C:6]([Cl:8])=[CH:7][C:2]=2[Cl:1])[C:24]2[O:31][N:30]=[C:29]([CH3:28])[CH:25]=2)[CH2:22][CH2:21]1.